This data is from Blood-brain barrier permeability classification from the B3DB database. The task is: Regression/Classification. Given a drug SMILES string, predict its absorption, distribution, metabolism, or excretion properties. Task type varies by dataset: regression for continuous measurements (e.g., permeability, clearance, half-life) or binary classification for categorical outcomes (e.g., BBB penetration, CYP inhibition). Dataset: b3db_classification. (1) The drug is CON=C(C(=O)NC1C(=O)N2C(C(=O)O)=C(COC(C)=O)CSC12)c1ccco1. The result is 0 (does not penetrate BBB). (2) The molecule is COC1=CC(=O)O[C@H]1[C@@H](O)c1ccccc1Cl. The result is 1 (penetrates BBB). (3) The compound is CC1(C)N=C(N)N=C(N)N1c1ccc(Cl)cc1. The result is 0 (does not penetrate BBB). (4) The molecule is CC[C@H](C)[C@@H]1NC(=O)[C@H](Cc2ccc(O)cc2)NC(=O)[C@@H](N)CSSC[C@@H](C(=O)N2CCC[C@H]2C(=O)N[C@@H](CC(C)C)C(=O)NCC(N)=O)NC(=O)[C@H](CC(N)=O)NC(=O)[C@H](CCC(N)=O)NC1=O. The result is 0 (does not penetrate BBB).